From a dataset of HIV replication inhibition screening data with 41,000+ compounds from the AIDS Antiviral Screen. Binary Classification. Given a drug SMILES string, predict its activity (active/inactive) in a high-throughput screening assay against a specified biological target. (1) The compound is CCN1C(=O)c2ccccc2C1(O)c1ccc(Cl)cc1. The result is 0 (inactive). (2) The drug is CC(=O)NC1C(OCc2ccccc2)OC(CO)C(O)C1OCC(=O)NC(C)C(=O)NC(CCC(=O)NCCCCNc1ccc([N+](=O)[O-])c2[nH]c3ccccc3c(=O)c12)C(N)=O. The result is 1 (active). (3) The molecule is O=C(O)c1ccc(Nc2nc3ccccc3nc2C(=O)O)cc1. The result is 0 (inactive).